From a dataset of Forward reaction prediction with 1.9M reactions from USPTO patents (1976-2016). Predict the product of the given reaction. (1) Given the reactants [Cl:1][C:2]1[CH:10]=[CH:9][C:5]([C:6]([OH:8])=[O:7])=[CH:4][C:3]=1[N+:11]([O-:13])=[O:12].S(=O)(=O)(O)O.[CH2:19](O)[CH3:20], predict the reaction product. The product is: [Cl:1][C:2]1[CH:10]=[CH:9][C:5]([C:6]([O:8][CH2:19][CH3:20])=[O:7])=[CH:4][C:3]=1[N+:11]([O-:13])=[O:12]. (2) Given the reactants [CH2:1]([C@H:8]1[CH2:12][O:11][C:10](=[O:13])[N:9]1[C:14]([C@H:16]([CH2:25][CH2:26][O:27]CC1C=CC=CC=1)[CH2:17][C:18]([O:20][C:21]([CH3:24])([CH3:23])[CH3:22])=[O:19])=[O:15])[C:2]1[CH:7]=[CH:6][CH:5]=[CH:4][CH:3]=1.C(OCC)(=O)C, predict the reaction product. The product is: [CH2:1]([C@H:8]1[CH2:12][O:11][C:10](=[O:13])[N:9]1[C:14]([C@H:16]([CH2:25][CH2:26][OH:27])[CH2:17][C:18]([O:20][C:21]([CH3:22])([CH3:24])[CH3:23])=[O:19])=[O:15])[C:2]1[CH:3]=[CH:4][CH:5]=[CH:6][CH:7]=1. (3) Given the reactants C(N(CC)CC)C.Cl.[CH:9]([NH2:11])=[NH:10].[C:12]([C:19](OCC)=[O:20])#[C:13][C:14]([O:16][CH2:17][CH3:18])=[O:15], predict the reaction product. The product is: [OH:20][C:19]1[N:11]=[CH:9][N:10]=[C:13]([C:14]([O:16][CH2:17][CH3:18])=[O:15])[CH:12]=1. (4) Given the reactants C(N1CCO[C@H](CC2C=CC=C(CO)C=2)C1)(OC(C)(C)C)=O.[CH2:23]([N:30]1[CH2:35][CH2:34][O:33][CH2:32][C:31]1=[O:36])[C:24]1[CH:29]=[CH:28][CH:27]=[CH:26][CH:25]=1.[F:37][C:38]1[CH:45]=[CH:44][C:41]([CH2:42]Br)=[CH:40][C:39]=1[CH3:46], predict the reaction product. The product is: [CH2:23]([N:30]1[CH2:35][CH2:34][O:33][CH:32]([CH2:42][C:41]2[CH:44]=[CH:45][C:38]([F:37])=[C:39]([CH3:46])[CH:40]=2)[C:31]1=[O:36])[C:24]1[CH:25]=[CH:26][CH:27]=[CH:28][CH:29]=1. (5) Given the reactants [CH:1]1[C:6]([NH2:7])=[CH:5][C:4]([NH2:8])=[C:3]([OH:9])[CH:2]=1.Cl.Cl.[C:12]([C:16]1[CH:24]=[CH:23][C:19]([C:20](O)=O)=[CH:18][CH:17]=1)([CH3:15])([CH3:14])[CH3:13].[OH-].[Na+], predict the reaction product. The product is: [C:12]([C:16]1[CH:17]=[CH:18][C:19]([C:20]2[O:9][C:3]3[CH:2]=[CH:1][C:6]([NH2:7])=[CH:5][C:4]=3[N:8]=2)=[CH:23][CH:24]=1)([CH3:15])([CH3:14])[CH3:13]. (6) The product is: [C:13](=[O:24])([O:14][C:15]1[CH:16]=[CH:17][C:18]([N+:21]([O-:23])=[O:22])=[CH:19][CH:20]=1)[O:11][CH2:10][C:9]1[O:8][C:7](=[O:12])[O:6][C:5]=1[C:1]([CH3:4])([CH3:2])[CH3:3]. Given the reactants [C:1]([C:5]1[O:6][C:7](=[O:12])[O:8][C:9]=1[CH2:10][OH:11])([CH3:4])([CH3:3])[CH3:2].[C:13](Cl)(=[O:24])[O:14][C:15]1[CH:20]=[CH:19][C:18]([N+:21]([O-:23])=[O:22])=[CH:17][CH:16]=1.Cl, predict the reaction product. (7) Given the reactants [CH2:1]([N:8]1[CH2:12][CH2:11][C:10]2([CH2:17][CH2:16][CH2:15][N:14]([C:18]([O:20][C:21]([CH3:24])([CH3:23])[CH3:22])=[O:19])[C:13]2=O)[CH2:9]1)[C:2]1[CH:7]=[CH:6][CH:5]=[CH:4][CH:3]=1.[C:26]1(C)C=CC=CC=1, predict the reaction product. The product is: [CH2:1]([N:8]1[CH2:12][CH2:11][C:10]2([CH2:17][CH2:16][CH2:15][N:14]([C:18]([O:20][C:21]([CH3:24])([CH3:23])[CH3:22])=[O:19])[C:13]2=[CH2:26])[CH2:9]1)[C:2]1[CH:7]=[CH:6][CH:5]=[CH:4][CH:3]=1. (8) Given the reactants Br[CH2:2][C:3]([C:5]1[CH:6]=[CH:7][C:8]([NH:11]S(C2C=CC3OCCOC=3C=2)(=O)=O)=[N:9][CH:10]=1)=[O:4].C(C1C=CC(NS(C2C=CC3OCCOC=3C=2)(=O)=O)=NC=1)(=O)C.Br.C(O)(=O)C.[Br-].[Br-].[Br-].C1([N+](C)(C)C)C=CC=CC=1.C1([N+](C)(C)C)C=CC=CC=1.C1([N+](C)(C)C)C=CC=CC=1, predict the reaction product. The product is: [NH2:11][C:8]1[N:9]=[CH:10][C:5]([C:3](=[O:4])[CH3:2])=[CH:6][CH:7]=1. (9) Given the reactants [CH:1]([N:4]1[CH2:9][CH2:8][CH:7]([O:10][C:11]2[CH:23]=[C:22]3[C:14]([N:15]4[C:20](=[CH:21]3)[C:19](=[O:24])[NH:18][CH2:17][CH2:16]4)=[N:13][CH:12]=2)[CH2:6][CH2:5]1)([CH3:3])[CH3:2].FC(F)(F)S(O[CH2:31][C:32]([F:35])([F:34])[F:33])(=O)=O.[H-].[Na+], predict the reaction product. The product is: [CH:1]([N:4]1[CH2:5][CH2:6][CH:7]([O:10][C:11]2[CH:23]=[C:22]3[C:14]([N:15]4[C:20](=[CH:21]3)[C:19](=[O:24])[N:18]([CH2:31][C:32]([F:35])([F:34])[F:33])[CH2:17][CH2:16]4)=[N:13][CH:12]=2)[CH2:8][CH2:9]1)([CH3:3])[CH3:2].